Dataset: Reaction yield outcomes from USPTO patents with 853,638 reactions. Task: Predict the reaction yield, written as a fraction of the theoretical maximum amount of product (1.0 means a 100% yield; for example, 0.34 means a 34% yield). The reactants are ClC1C=CC=CC=1C1N(C[C@@H]2CCCNC2)C2N=C(NCC3C=CC(O)=CC=3)N=CC=2C=1.[Cl:33][C:34]1[CH:39]=[CH:38][CH:37]=[CH:36][C:35]=1[C:40]1[N:57]([CH2:58][C@@H:59]2[CH2:64][CH2:63][CH2:62][N:61](C(OC(C)(C)C)=O)[CH2:60]2)[C:43]2[N:44]=[C:45]([NH:48][CH2:49][C:50]3[CH:55]=[CH:54][CH:53]=[C:52]([OH:56])[CH:51]=3)[N:46]=[CH:47][C:42]=2[CH:41]=1. No catalyst specified. The product is [Cl:33][C:34]1[CH:39]=[CH:38][CH:37]=[CH:36][C:35]=1[C:40]1[N:57]([CH2:58][C@@H:59]2[CH2:64][CH2:63][CH2:62][NH:61][CH2:60]2)[C:43]2[N:44]=[C:45]([NH:48][CH2:49][C:50]3[CH:51]=[C:52]([OH:56])[CH:53]=[CH:54][CH:55]=3)[N:46]=[CH:47][C:42]=2[CH:41]=1. The yield is 0.600.